From a dataset of Full USPTO retrosynthesis dataset with 1.9M reactions from patents (1976-2016). Predict the reactants needed to synthesize the given product. (1) Given the product [ClH:17].[ClH:17].[NH2:13][CH:8]1[CH2:7][C:6]2[C:11](=[C:2]([NH2:1])[CH:3]=[CH:4][CH:5]=2)[NH:10][C:9]1=[O:12], predict the reactants needed to synthesize it. The reactants are: [NH2:1][C:2]1[CH:3]=[CH:4][CH:5]=[C:6]2[C:11]=1[NH:10][C:9](=[O:12])[CH:8]([NH:13]C(=O)C)[CH2:7]2.[ClH:17]. (2) Given the product [OH:19][C:20]1[CH:27]=[CH:26][C:23]([CH:24]=[CH:15][C:14]([C:12]2[S:13][C:9]([C:6]3[CH:5]=[CH:4][C:3]([C:2]([F:17])([F:1])[F:18])=[CH:8][CH:7]=3)=[CH:10][CH:11]=2)=[O:16])=[CH:22][C:21]=1[CH3:28], predict the reactants needed to synthesize it. The reactants are: [F:1][C:2]([F:18])([F:17])[C:3]1[CH:8]=[CH:7][C:6]([C:9]2[S:13][C:12]([C:14](=[O:16])[CH3:15])=[CH:11][CH:10]=2)=[CH:5][CH:4]=1.[OH:19][C:20]1[CH:27]=[CH:26][C:23]([CH:24]=O)=[CH:22][C:21]=1[CH3:28]. (3) The reactants are: [N+:1]([C:4]1[CH:5]=[C:6]([NH:11][C:12](=[O:19])[C:13]2[CH:18]=[CH:17][CH:16]=[CH:15][CH:14]=2)[C:7](=O)[NH:8][CH:9]=1)([O-:3])=[O:2]. Given the product [N+:1]([C:4]1[CH:5]=[C:6]2[N:11]=[C:12]([C:13]3[CH:14]=[CH:15][CH:16]=[CH:17][CH:18]=3)[O:19][C:7]2=[N:8][CH:9]=1)([O-:3])=[O:2], predict the reactants needed to synthesize it. (4) Given the product [Cl:1][C:2]1[CH:7]=[C:6]([Cl:8])[CH:5]=[CH:4][C:3]=1[N:9]1[C:10]2=[N:11][C:12]3[C:13](=[C:21]([N:25]([CH2:28][CH3:29])[CH2:26][CH3:27])[CH:22]=[CH:23][CH:24]=3)[N:14]2[CH2:15][CH2:16][CH2:17][CH2:18][CH2:19]1, predict the reactants needed to synthesize it. The reactants are: [Cl:1][C:2]1[CH:7]=[C:6]([Cl:8])[CH:5]=[CH:4][C:3]=1[NH:9][C:10]1[N:14]([CH2:15][CH2:16][CH2:17][CH2:18][CH2:19]O)[C:13]2[C:21]([N:25]([CH2:28][CH3:29])[CH2:26][CH3:27])=[CH:22][CH:23]=[CH:24][C:12]=2[N:11]=1.CS(Cl)(=O)=O.C(=O)([O-])[O-].[K+].[K+]. (5) Given the product [F:26][C:27]([F:40])([F:39])[S:28]([O:17][C:15]1[CH:14]=[CH:13][C:12]([F:18])=[C:11]([NH:10][CH2:9][C:3]2([CH2:1][CH3:2])[CH2:4][CH2:5][O:6][CH2:7][CH2:8]2)[N:16]=1)(=[O:30])=[O:29], predict the reactants needed to synthesize it. The reactants are: [CH2:1]([C:3]1([CH2:9][NH:10][C:11]2[N:16]=[C:15]([OH:17])[CH:14]=[CH:13][C:12]=2[F:18])[CH2:8][CH2:7][O:6][CH2:5][CH2:4]1)[CH3:2].C(N(CC)CC)C.[F:26][C:27]([F:40])([F:39])[S:28](O[S:28]([C:27]([F:40])([F:39])[F:26])(=[O:30])=[O:29])(=[O:30])=[O:29].C(=O)(O)[O-].[Na+]. (6) Given the product [CH2:1]([NH:8][C:16]1[CH:21]=[CH:20][C:19]([C:22]2[CH:31]=[C:30]3[C:25](=[CH:24][CH:23]=2)[N:26]=[CH:27][C:28]([N:32]2[CH2:37][CH2:36][O:35][CH2:34][CH2:33]2)=[N:29]3)=[CH:18][C:17]=1[N+:38]([O-:40])=[O:39])[C:2]1[CH:7]=[CH:6][CH:5]=[CH:4][CH:3]=1, predict the reactants needed to synthesize it. The reactants are: [CH2:1]([NH2:8])[C:2]1[CH:7]=[CH:6][CH:5]=[CH:4][CH:3]=1.C(=O)([O-])[O-].[K+].[K+].F[C:16]1[CH:21]=[CH:20][C:19]([C:22]2[CH:31]=[C:30]3[C:25]([N:26]=[CH:27][C:28]([N:32]4[CH2:37][CH2:36][O:35][CH2:34][CH2:33]4)=[N:29]3)=[CH:24][CH:23]=2)=[CH:18][C:17]=1[N+:38]([O-:40])=[O:39].